Dataset: Forward reaction prediction with 1.9M reactions from USPTO patents (1976-2016). Task: Predict the product of the given reaction. (1) Given the reactants [CH2:1]([N:8]1[CH2:17][C:16]2[C:15](Cl)=[N:14][C:13](Cl)=[C:12]([C:20]#[N:21])[C:11]=2[CH2:10][CH2:9]1)[C:2]1[CH:7]=[CH:6][CH:5]=[CH:4][CH:3]=1.C(N(CC)CC)C, predict the reaction product. The product is: [CH2:1]([N:8]1[CH2:17][C:16]2[CH:15]=[N:14][CH:13]=[C:12]([C:20]#[N:21])[C:11]=2[CH2:10][CH2:9]1)[C:2]1[CH:7]=[CH:6][CH:5]=[CH:4][CH:3]=1. (2) Given the reactants I[C:2]1[CH:3]=[N:4][CH:5]=[CH:6][CH:7]=1.C[Si]([C:12]#[C:13][C:14]1[CH:15]=[C:16]([CH:19]=[CH:20][CH:21]=1)[C:17]#[N:18])(C)C.[F-].C([N+](CCCC)(CCCC)CCCC)CCC.O1CCCC1, predict the reaction product. The product is: [N:4]1[CH:5]=[CH:6][CH:7]=[C:2]([C:12]#[C:13][C:14]2[CH:15]=[C:16]([CH:19]=[CH:20][CH:21]=2)[C:17]#[N:18])[CH:3]=1. (3) The product is: [CH:1]1([N:9]2[C:12](=[O:13])[C:11]([CH3:15])([CH3:14])[N:10]2[C:17]2[CH:22]=[CH:21][CH:20]=[CH:19][C:18]=2[O:23][CH3:24])[CH2:8][CH2:7][CH2:6][CH2:5][CH2:4][CH2:3][CH2:2]1. Given the reactants [CH:1]1([N:9]2[C:12](=[O:13])[C:11]([CH3:15])([CH3:14])[NH:10]2)[CH2:8][CH2:7][CH2:6][CH2:5][CH2:4][CH2:3][CH2:2]1.Br[C:17]1[CH:22]=[CH:21][CH:20]=[CH:19][C:18]=1[O:23][CH3:24], predict the reaction product. (4) Given the reactants Br[C:2]1[CH:3]=[C:4]([C:8]2[N:13]=[C:12]([C:14]3[CH:19]=[CH:18][C:17]([Cl:20])=[C:16]([CH3:21])[CH:15]=3)[CH:11]=[C:10]([CH3:22])[N:9]=2)[CH:5]=[CH:6][CH:7]=1.[C:23]([NH:27][S:28]([C:31]1[S:32][C:33](B2OC(C)(C)C(C)(C)O2)=[CH:34][CH:35]=1)(=[O:30])=[O:29])([CH3:26])([CH3:25])[CH3:24], predict the reaction product. The product is: [C:23]([NH:27][S:28]([C:31]1[S:32][C:33]([C:2]2[CH:7]=[CH:6][CH:5]=[C:4]([C:8]3[N:9]=[C:10]([CH3:22])[CH:11]=[C:12]([C:14]4[CH:19]=[CH:18][C:17]([Cl:20])=[C:16]([CH3:21])[CH:15]=4)[N:13]=3)[CH:3]=2)=[CH:34][CH:35]=1)(=[O:29])=[O:30])([CH3:26])([CH3:24])[CH3:25]. (5) Given the reactants [OH-].[Na+].C(OC([O-])=O)(O[C:6](C)([CH3:8])[CH3:7])=O.C1C2[CH:21]=[C:22]([OH:25])[CH:23]=CC=2CCCN1.[C:26]([O:29][CH2:30][CH3:31])(=[O:28])[CH3:27], predict the reaction product. The product is: [C:26]([O:29][CH2:30][CH3:31])(=[O:28])[CH3:27].[CH:6]([O:25][CH:22]([CH3:21])[CH3:23])([CH3:8])[CH3:7]. (6) Given the reactants [N+:1]([C:4]1[CH:18]=[CH:17][C:7]([CH2:8][C:9]2[O:10][C:11]([CH2:14][CH2:15][CH3:16])=[N:12][N:13]=2)=[CH:6][CH:5]=1)([O-])=O, predict the reaction product. The product is: [CH2:14]([C:11]1[O:10][C:9]([CH2:8][C:7]2[CH:6]=[CH:5][C:4]([NH2:1])=[CH:18][CH:17]=2)=[N:13][N:12]=1)[CH2:15][CH3:16].